Predict which catalyst facilitates the given reaction. From a dataset of Catalyst prediction with 721,799 reactions and 888 catalyst types from USPTO. (1) Reactant: [C:1]1([CH2:7][CH2:8][CH2:9][CH:10]([NH:20][C:21]([CH:23]2[CH2:28][N:27](C(OC(C)(C)C)=O)[CH2:26][CH2:25][N:24]2C(OC(C)(C)C)=O)=[O:22])[CH2:11][CH2:12][CH2:13][C:14]2[CH:19]=[CH:18][CH:17]=[CH:16][CH:15]=2)[CH:6]=[CH:5][CH:4]=[CH:3][CH:2]=1.FC(F)(F)S(O)(=O)=O. Product: [C:1]1([CH2:7][CH2:8][CH2:9][CH:10]([NH:20][C:21]([CH:23]2[CH2:28][NH:27][CH2:26][CH2:25][NH:24]2)=[O:22])[CH2:11][CH2:12][CH2:13][C:14]2[CH:19]=[CH:18][CH:17]=[CH:16][CH:15]=2)[CH:6]=[CH:5][CH:4]=[CH:3][CH:2]=1. The catalyst class is: 2. (2) Reactant: [CH3:1][NH:2][CH3:3].[CH3:4][O:5][C:6]1[CH:7]=[C:8]([S:12](Cl)(=[O:14])=[O:13])[CH:9]=[CH:10][CH:11]=1.N1C=CC=CC=1.O. Product: [CH3:4][O:5][C:6]1[CH:7]=[C:8]([S:12]([N:2]([CH3:3])[CH3:1])(=[O:14])=[O:13])[CH:9]=[CH:10][CH:11]=1. The catalyst class is: 1. (3) Reactant: [NH2:1][C:2]1[S:3][C:4]([CH:11]([CH3:13])[CH3:12])=[C:5]([C:7]([O:9]C)=[O:8])[N:6]=1.Cl. Product: [NH2:1][C:2]1[S:3][C:4]([CH:11]([CH3:13])[CH3:12])=[C:5]([C:7]([OH:9])=[O:8])[N:6]=1. The catalyst class is: 12. (4) Reactant: [C:1]1([C:7]2[CH:12]=[C:11]([NH:13]C(=O)OCC[Si](C)(C)C)[CH:10]=[C:9]([C:23]3[CH:28]=[CH:27][CH:26]=[CH:25][CH:24]=3)[N:8]=2)[CH:6]=[CH:5][CH:4]=[CH:3][CH:2]=1.O.[F-].C([N+](CCCC)(CCCC)CCCC)CCC.C1COCC1. Product: [C:23]1([C:9]2[CH:10]=[C:11]([NH2:13])[CH:12]=[C:7]([C:1]3[CH:2]=[CH:3][CH:4]=[CH:5][CH:6]=3)[N:8]=2)[CH:28]=[CH:27][CH:26]=[CH:25][CH:24]=1. The catalyst class is: 1. (5) Reactant: [C:1]([N:5]1[C:13]2[C:8](=[CH:9][C:10]([N:14]3[CH2:18][C@H:17]([CH2:19][NH:20][C:21](=[O:23])[CH3:22])[O:16][C:15]3=[O:24])=[CH:11][CH:12]=2)[CH2:7][CH:6]1[CH3:25])(=[O:4])[CH2:2][OH:3]. Product: [C:1]([N:5]1[C:13]2[C:8](=[CH:9][C:10]([N:14]3[CH2:18][C@H:17]([CH2:19][NH:20][C:21](=[O:23])[CH3:22])[O:16][C:15]3=[O:24])=[CH:11][CH:12]=2)[CH2:7][C@H:6]1[CH3:25])(=[O:4])[CH2:2][OH:3]. The catalyst class is: 14. (6) Reactant: [H-].[Na+].[CH:3]([OH:6])([CH3:5])[CH3:4].Br[C:8]1[CH:9]=[N:10][CH:11]=[C:12]([Br:14])[CH:13]=1. Product: [Br:14][C:12]1[CH:11]=[N:10][CH:9]=[C:8]([O:6][CH:3]([CH3:5])[CH3:4])[CH:13]=1. The catalyst class is: 18. (7) Reactant: C1(O[C:8](=[O:27])[NH:9][C:10]2[S:11][C:12]3[C:18]([CH:19]4[CH2:24][O:23][CH2:22][CH2:21][O:20]4)=[CH:17][CH:16]=[C:15]([O:25][CH3:26])[C:13]=3[N:14]=2)C=CC=CC=1.[NH:28]1[CH2:33][CH2:32][O:31][CH2:30][CH2:29]1.N1C=CC=CC=1. Product: [O:20]1[CH2:21][CH2:22][O:23][CH2:24][CH:19]1[C:18]1[C:12]2[S:11][C:10]([NH:9][C:8]([N:28]3[CH2:33][CH2:32][O:31][CH2:30][CH2:29]3)=[O:27])=[N:14][C:13]=2[C:15]([O:25][CH3:26])=[CH:16][CH:17]=1. The catalyst class is: 22. (8) Reactant: [Li]CCCC.C(NC(C)C)(C)C.[NH:13]1[CH2:17][CH2:16][CH2:15][C:14]1=[O:18].Br[CH2:20][C:21]1[N:26]=[CH:25][C:24]([C:27]2[CH:28]=[C:29]([NH:34][C:35]3[N:40]=[C:39]([C:41]([F:44])([F:43])[F:42])[CH:38]=[CH:37][N:36]=3)[CH:30]=[C:31]([CH3:33])[CH:32]=2)=[CH:23][CH:22]=1. Product: [CH3:33][C:31]1[CH:32]=[C:27]([C:24]2[CH:23]=[CH:22][C:21]([CH2:20][N:13]3[CH2:17][CH2:16][CH2:15][C:14]3=[O:18])=[N:26][CH:25]=2)[CH:28]=[C:29]([NH:34][C:35]2[N:40]=[C:39]([C:41]([F:44])([F:42])[F:43])[CH:38]=[CH:37][N:36]=2)[CH:30]=1. The catalyst class is: 1.